From a dataset of Forward reaction prediction with 1.9M reactions from USPTO patents (1976-2016). Predict the product of the given reaction. (1) Given the reactants [CH3:1][C:2]([Si:5](Cl)([CH3:7])[CH3:6])([CH3:4])[CH3:3].CN(C)C=O.[Cl:14][C:15]1[CH:20]=[C:19]([Cl:21])[C:18]([I:22])=[CH:17][C:16]=1[OH:23].N1C=CN=C1, predict the reaction product. The product is: [C:2]([Si:5]([O:23][C:16]1[CH:17]=[C:18]([I:22])[C:19]([Cl:21])=[CH:20][C:15]=1[Cl:14])([CH3:7])[CH3:6])([CH3:4])([CH3:3])[CH3:1]. (2) Given the reactants C[O-].[Na+].[Br:4][C:5]1[CH:6]=[CH:7][C:8]2[C:9]3[S:24][C:23]([CH2:25][CH2:26][CH3:27])=[N:22][C:10]=3[C:11]([NH:15]C(=O)C(Cl)(Cl)Cl)=[N:12][C:13]=2[CH:14]=1, predict the reaction product. The product is: [Br:4][C:5]1[CH:6]=[CH:7][C:8]2[C:9]3[S:24][C:23]([CH2:25][CH2:26][CH3:27])=[N:22][C:10]=3[C:11]([NH2:15])=[N:12][C:13]=2[CH:14]=1. (3) Given the reactants Br[C:2]1[C:7](=[O:8])[N:6]([CH2:9][C:10]2[CH:15]=[CH:14][C:13]([C:16]3[C:17]([C:22]#[N:23])=[CH:18][CH:19]=[CH:20][CH:21]=3)=[CH:12][CH:11]=2)[C:5]([CH2:24][CH2:25][CH3:26])=[N:4][C:3]=1[CH2:27][CH3:28].[CH2:29]([Sn](CCCC)(CCCC)C=C)[CH2:30]CC.[Cl-].[Li+], predict the reaction product. The product is: [CH2:27]([C:3]1[N:4]=[C:5]([CH2:24][CH2:25][CH3:26])[N:6]([CH2:9][C:10]2[CH:15]=[CH:14][C:13]([C:16]3[C:17]([C:22]#[N:23])=[CH:18][CH:19]=[CH:20][CH:21]=3)=[CH:12][CH:11]=2)[C:7](=[O:8])[C:2]=1[CH:29]=[CH2:30])[CH3:28]. (4) Given the reactants Cl.[C:2]([C:5]1[CH2:10][NH:9][CH2:8][CH2:7][CH:6]=1)(=[O:4])[NH2:3], predict the reaction product. The product is: [C:2]([C:5]1[CH2:10][NH:9][CH2:8][CH2:7][CH:6]=1)(=[O:4])[NH2:3]. (5) Given the reactants Cl[CH2:2][C:3]1[N:11]([CH2:12][C:13]2[CH:18]=[CH:17][C:16]([C:19]([F:22])([F:21])[F:20])=[CH:15][CH:14]=2)[C:10]2[C:5](=[N:6][C:7]([C:30]#[N:31])=[N:8][C:9]=2[NH:23][C@@H:24]([CH:26]2[CH2:29][CH2:28][CH2:27]2)[CH3:25])[N:4]=1.C([O-])([O-])=O.[Cs+].[Cs+].[CH3:38][NH:39][CH2:40][C:41]1[CH:46]=[CH:45][CH:44]=[CH:43][CH:42]=1, predict the reaction product. The product is: [CH2:40]([N:39]([CH2:2][C:3]1[N:11]([CH2:12][C:13]2[CH:18]=[CH:17][C:16]([C:19]([F:22])([F:21])[F:20])=[CH:15][CH:14]=2)[C:10]2[C:5](=[N:6][C:7]([C:30]#[N:31])=[N:8][C:9]=2[NH:23][C@@H:24]([CH:26]2[CH2:29][CH2:28][CH2:27]2)[CH3:25])[N:4]=1)[CH3:38])[C:41]1[CH:46]=[CH:45][CH:44]=[CH:43][CH:42]=1. (6) Given the reactants [C:1]([O:5][C:6]([N:8]1[CH2:13][CH2:12][N:11]([C:14]2C(=O)N(CC(C)C)N=C(C3C=CC(C)=C(F)C=3)C=2C)[CH2:10][CH2:9]1)=[O:7])([CH3:4])([CH3:3])[CH3:2].[F:34][C:35]1[CH:63]=[CH:62][C:38]([CH2:39][N:40]2[C:45](=[O:46])[C:44](COS(C)(=O)=O)=[CH:43][C:42]([C:53]3[CH:58]=[CH:57][C:56]([O:59][CH3:60])=[C:55]([F:61])[CH:54]=3)=[N:41]2)=[CH:37][CH:36]=1.N1(C(OC(C)(C)C)=O)CCNCC1, predict the reaction product. The product is: [C:1]([O:5][C:6]([N:8]1[CH2:13][CH2:12][N:11]([CH2:14][C:44]2[C:45](=[O:46])[N:40]([CH2:39][C:38]3[CH:62]=[CH:63][C:35]([F:34])=[CH:36][CH:37]=3)[N:41]=[C:42]([C:53]3[CH:58]=[CH:57][C:56]([O:59][CH3:60])=[C:55]([F:61])[CH:54]=3)[CH:43]=2)[CH2:10][CH2:9]1)=[O:7])([CH3:4])([CH3:3])[CH3:2]. (7) Given the reactants Br[C:2]1[CH:3]=[C:4]([NH:11][C:12]2[N:17]=[C:16]([C:18]([F:21])([F:20])[F:19])[CH:15]=[CH:14][N:13]=2)[CH:5]=[C:6]([CH2:8][O:9][CH3:10])[CH:7]=1.[B:22]1([B:22]2[O:26][C:25]([CH3:28])([CH3:27])[C:24]([CH3:30])([CH3:29])[O:23]2)[O:26][C:25]([CH3:28])([CH3:27])[C:24]([CH3:30])([CH3:29])[O:23]1.C([O-])(=O)C.[K+].CC(C1C=C(C(C)C)C(C2C=CC=CC=2P(C2CCCCC2)C2CCCCC2)=C(C(C)C)C=1)C, predict the reaction product. The product is: [CH3:10][O:9][CH2:8][C:6]1[CH:5]=[C:4]([NH:11][C:12]2[N:17]=[C:16]([C:18]([F:21])([F:20])[F:19])[CH:15]=[CH:14][N:13]=2)[CH:3]=[C:2]([B:22]2[O:26][C:25]([CH3:28])([CH3:27])[C:24]([CH3:30])([CH3:29])[O:23]2)[CH:7]=1. (8) Given the reactants [F:1][C:2]1[CH:3]=[C:4]([C@@H:12]2[CH2:17][C@H:16]([C:18]3[O:22][NH:21][C:20](=[O:23])[CH:19]=3)[CH2:15][CH2:14][N:13]2C(OC)=O)[CH:5]=[CH:6][C:7]=1[C:8]([F:11])([F:10])[F:9].C(O)(=O)C, predict the reaction product. The product is: [F:1][C:2]1[CH:3]=[C:4]([C@@H:12]2[CH2:17][C@H:16]([C:18]3[O:22][NH:21][C:20](=[O:23])[CH:19]=3)[CH2:15][CH2:14][NH:13]2)[CH:5]=[CH:6][C:7]=1[C:8]([F:9])([F:10])[F:11].